Binary Classification. Given a T-cell receptor sequence (or CDR3 region) and an epitope sequence, predict whether binding occurs between them. From a dataset of TCR-epitope binding with 47,182 pairs between 192 epitopes and 23,139 TCRs. (1) The epitope is CLGGLLTMV. The TCR CDR3 sequence is CAISWDRVGYEQYF. Result: 0 (the TCR does not bind to the epitope). (2) Result: 0 (the TCR does not bind to the epitope). The TCR CDR3 sequence is CASSPGPHSYEQYF. The epitope is FVRATATIPI. (3) The epitope is KLGGALQAK. The TCR CDR3 sequence is CASSPSELVGTEAFF. Result: 0 (the TCR does not bind to the epitope). (4) The TCR CDR3 sequence is CASSRGLEQYF. The epitope is RQLLFVVEV. Result: 1 (the TCR binds to the epitope). (5) The epitope is YLDAYNMMI. The TCR CDR3 sequence is CSASPPFANALNEQFF. Result: 1 (the TCR binds to the epitope). (6) The epitope is FLNRFTTTL. The TCR CDR3 sequence is CASSFQGGTGNTIYF. Result: 0 (the TCR does not bind to the epitope). (7) The epitope is VLWAHGFEL. The TCR CDR3 sequence is CASSFEAGAETQYF. Result: 1 (the TCR binds to the epitope).